From a dataset of Catalyst prediction with 721,799 reactions and 888 catalyst types from USPTO. Predict which catalyst facilitates the given reaction. (1) Reactant: [CH3:1][CH:2]1[C:10]2[C:5](=[CH:6][CH:7]=[CH:8][CH:9]=2)[NH:4][C:3]1=[O:11].CNCCNC.C([Li])CCC.CC1C=CC(S(O[CH2:34][C:35]2[CH:36]=[N:37][CH:38]=[N:39][CH:40]=2)(=O)=O)=CC=1. Product: [CH3:1][C:2]1([CH2:34][C:35]2[CH:36]=[N:37][CH:38]=[N:39][CH:40]=2)[C:10]2[C:5](=[CH:6][CH:7]=[CH:8][CH:9]=2)[NH:4][C:3]1=[O:11]. The catalyst class is: 30. (2) Reactant: [CH2:1]([O:8][C:9]([NH:11][C@@H:12]([CH:18]([CH3:20])[CH3:19])[CH2:13][C:14](OC)=[O:15])=[O:10])[C:2]1[CH:7]=[CH:6][CH:5]=[CH:4][CH:3]=1.[Li+].[BH4-]. Product: [CH2:1]([O:8][C:9](=[O:10])[NH:11][C@@H:12]([CH:18]([CH3:19])[CH3:20])[CH2:13][CH2:14][OH:15])[C:2]1[CH:7]=[CH:6][CH:5]=[CH:4][CH:3]=1. The catalyst class is: 1. (3) Reactant: [CH:1]([C:4]1[N:5]=[C:6]2[C:11]([C:12]([F:15])([F:14])[F:13])=[CH:10][CH:9]=[CH:8][N:7]2[C:16]=1[C:17]1[CH:18]=[C:19]([OH:23])[CH:20]=[CH:21][CH:22]=1)([CH3:3])[CH3:2].Br[CH2:25][C:26]1[CH:31]=[CH:30][CH:29]=[C:28]([S:32]([CH3:35])(=[O:34])=[O:33])[CH:27]=1.C(=O)([O-])[O-].[Cs+].[Cs+].O. Product: [CH:1]([C:4]1[N:5]=[C:6]2[C:11]([C:12]([F:15])([F:14])[F:13])=[CH:10][CH:9]=[CH:8][N:7]2[C:16]=1[C:17]1[CH:22]=[CH:21][CH:20]=[C:19]([O:23][CH2:25][C:26]2[CH:31]=[CH:30][CH:29]=[C:28]([S:32]([CH3:35])(=[O:34])=[O:33])[CH:27]=2)[CH:18]=1)([CH3:3])[CH3:2]. The catalyst class is: 163. (4) Reactant: [CH:1]1[C:13]2[CH:12]([CH2:14][O:15][C:16]([NH:18][C@@H:19]([CH3:23])[C:20](O)=[O:21])=[O:17])[C:11]3[C:6](=[CH:7][CH:8]=[CH:9][CH:10]=3)[C:5]=2[CH:4]=[CH:3][CH:2]=1.F[P-](F)(F)(F)(F)F.N1(OC(N(C)C)=[N+](C)C)C2N=CC=CC=2N=N1.[CH2:48]([NH:55][C@@H:56]([CH3:64])[CH:57]([O:61][CH2:62][CH3:63])[O:58][CH2:59][CH3:60])[C:49]1[CH:54]=[CH:53][CH:52]=[CH:51][CH:50]=1.CCN(C(C)C)C(C)C. Product: [CH2:62]([O:61][CH:57]([O:58][CH2:59][CH3:60])[C@@H:56]([N:55]([CH2:48][C:49]1[CH:54]=[CH:53][CH:52]=[CH:51][CH:50]=1)[C:20](=[O:21])[C@@H:19]([NH:18][C:16](=[O:17])[O:15][CH2:14][CH:12]1[C:11]2[CH:10]=[CH:9][CH:8]=[CH:7][C:6]=2[C:5]2[C:13]1=[CH:1][CH:2]=[CH:3][CH:4]=2)[CH3:23])[CH3:64])[CH3:63]. The catalyst class is: 96. (5) Reactant: [O:1]1[CH2:5][CH2:4][CH2:3][C@@H:2]1[CH2:6][OH:7].[CH3:8][S:9](Cl)(=[O:11])=[O:10]. Product: [CH3:8][S:9]([O:7][CH2:6][C@H:2]1[CH2:3][CH2:4][CH2:5][O:1]1)(=[O:11])=[O:10]. The catalyst class is: 2. (6) Reactant: [C:1]1([CH:7]2[C:16]3[C:11](=[CH:12][CH:13]=[CH:14][CH:15]=3)[CH2:10][CH2:9][NH:8]2)[CH:6]=[CH:5][CH:4]=[CH:3][CH:2]=1.[C:17](=O)([O:25]C1C=CC=CC=1)[O:18][C:19]1[CH:24]=[CH:23][CH:22]=[CH:21][CH:20]=1.CN(C1C=CC=CN=1)C. Product: [C:1]1([CH:7]2[C:16]3[C:11](=[CH:12][CH:13]=[CH:14][CH:15]=3)[CH2:10][CH2:9][N:8]2[C:17]([O:18][C:19]2[CH:24]=[CH:23][CH:22]=[CH:21][CH:20]=2)=[O:25])[CH:2]=[CH:3][CH:4]=[CH:5][CH:6]=1. The catalyst class is: 7. (7) Reactant: C(N(CC)C(C)C)(C)C.[Cl:10][C:11]1[CH:12]=[C:13]([N:18]2[C:22]([C:23]3[CH:24]=[N:25][CH:26]=[C:27]([O:29][CH3:30])[CH:28]=3)=[CH:21][C:20]([C:31]([OH:33])=O)=[N:19]2)[CH:14]=[CH:15][C:16]=1[F:17].Cl.[NH:35]1[CH:39]=[CH:38][NH:37][C:36]1=O.CN(C([O:48]N1N=NC2C=CC=NC1=2)=[N+](C)C)C.F[P-](F)(F)(F)(F)F. Product: [Cl:10][C:11]1[CH:12]=[C:13]([N:18]2[C:22]([C:23]3[CH:24]=[N:25][CH:26]=[C:27]([O:29][CH3:30])[CH:28]=3)=[CH:21][C:20]([C:31]([N:35]3[CH2:39][C:38](=[O:48])[NH:37][CH2:36]3)=[O:33])=[N:19]2)[CH:14]=[CH:15][C:16]=1[F:17]. The catalyst class is: 1. (8) Reactant: C[C:2]1[CH:10]=[C:9]2[C:5]([CH:6]([CH2:11][C:12]([OH:14])=O)[CH:7]=[N:8]2)=[CH:4][CH:3]=1.O.ON1C2C=CC=C[C:20]=2N=N1.Cl.Cl.CN(C)CCCN=C=NCC.[CH3:39][C:40]1([C:46]2[CH:47]=[C:48]([NH:52][S:53]([CH3:56])(=[O:55])=[O:54])[CH:49]=[CH:50][CH:51]=2)[CH:45]2[CH:41]1[CH2:42][NH:43][CH2:44]2.C(N(CC)CC)C. Product: [NH3:8].[CH3:39][C:40]1([C:46]2[CH:47]=[C:48]([NH:52][S:53]([CH3:56])(=[O:55])=[O:54])[CH:49]=[CH:50][CH:51]=2)[CH:45]2[CH:41]1[CH2:42][N:43]([C:12](=[O:14])[CH2:11][C:6]1[C:5]3[C:9](=[CH:10][CH:2]=[CH:3][CH:4]=3)[N:8]([CH3:20])[CH:7]=1)[CH2:44]2. The catalyst class is: 9. (9) Reactant: C[Si](C)(C)[N-][Si](C)(C)C.[Li+].[C:11]1([C@@H:17]2[C@@H:21]([C:22]3[CH:27]=[CH:26][CH:25]=[CH:24][CH:23]=3)[O:20][C:19]3([CH2:31][CH2:30][C@H:29]([CH2:32]S(C4N(C5C=CC=CC=5)N=NN=4)(=O)=O)[CH2:28]3)[O:18]2)[CH:16]=[CH:15][CH:14]=[CH:13][CH:12]=1.[CH:47]1([C:50]2[CH:51]=[CH:52][C:53]([C:58]([C:60]3[CH:65]=[CH:64][C:63]([CH2:66][CH3:67])=[CH:62][CH:61]=3)=O)=[N:54][C:55]=2[O:56][CH3:57])[CH2:49][CH2:48]1.[Cl-].[NH4+]. Product: [CH:47]1([C:50]2[C:55]([O:56][CH3:57])=[N:54][C:53](/[C:58](/[C:60]3[CH:61]=[CH:62][C:63]([CH2:66][CH3:67])=[CH:64][CH:65]=3)=[CH:32]/[C@H:29]3[CH2:30][CH2:31][C:19]4([O:20][C@H:21]([C:22]5[CH:23]=[CH:24][CH:25]=[CH:26][CH:27]=5)[C@@H:17]([C:11]5[CH:16]=[CH:15][CH:14]=[CH:13][CH:12]=5)[O:18]4)[CH2:28]3)=[CH:52][CH:51]=2)[CH2:48][CH2:49]1. The catalyst class is: 7. (10) Reactant: [CH3:1][CH:2]([OH:4])[CH3:3].[Na].Cl[C:7]1[N:12]=[C:11]([O:13][CH:14]([CH3:16])[CH3:15])[N:10]=[C:9]([NH:17][C:18]2[CH:23]=[CH:22][C:21]([N:24]3[CH:28]=[C:27]([CH3:29])[N:26]=[CH:25]3)=[C:20]([O:30][CH3:31])[CH:19]=2)[N:8]=1. Product: [CH:2]([O:4][C:7]1[N:12]=[C:11]([O:13][CH:14]([CH3:16])[CH3:15])[N:10]=[C:9]([NH:17][C:18]2[CH:23]=[CH:22][C:21]([N:24]3[CH:28]=[C:27]([CH3:29])[N:26]=[CH:25]3)=[C:20]([O:30][CH3:31])[CH:19]=2)[N:8]=1)([CH3:3])[CH3:1]. The catalyst class is: 6.